This data is from Reaction yield outcomes from USPTO patents with 853,638 reactions. The task is: Predict the reaction yield, written as a fraction of the theoretical maximum amount of product (1.0 means a 100% yield; for example, 0.34 means a 34% yield). (1) The reactants are [F:1][C:2]1[CH:7]=[CH:6][C:5]([C:8]2[O:9][C:10]3[C:16]([C:17]([OH:19])=O)=[CH:15][CH:14]=[CH:13][C:11]=3[N:12]=2)=[CH:4][CH:3]=1.Cl.Cl.[NH2:22][CH:23]1[CH2:30][CH:29]2[N:31]([CH3:32])[CH:25]([CH2:26][CH2:27][CH2:28]2)[CH2:24]1. No catalyst specified. The product is [CH3:32][N:31]1[CH:25]2[CH2:26][CH2:27][CH2:28][CH:29]1[CH2:30][CH:23]([NH:22][C:17]([C:16]1[C:10]3[O:9][C:8]([C:5]4[CH:4]=[CH:3][C:2]([F:1])=[CH:7][CH:6]=4)=[N:12][C:11]=3[CH:13]=[CH:14][CH:15]=1)=[O:19])[CH2:24]2. The yield is 0.150. (2) The reactants are [Cl:1][C:2]1[C:3]([N+:16]([O-])=O)=[CH:4][C:5]([N+:13]([O-])=O)=[C:6](/[CH:8]=[CH:9]/N(C)C)[CH:7]=1. The catalyst is [Ni].CCO. The product is [Cl:1][C:2]1[CH:7]=[C:6]2[C:5](=[CH:4][C:3]=1[NH2:16])[NH:13][CH:9]=[CH:8]2. The yield is 0.160. (3) The reactants are [Cl:1][C:2]1[CH:11]=[C:10]2[C:5]([CH:6]=[CH:7][C:8]([CH3:12])=[N:9]2)=[C:4]([N:13]2[CH2:18][CH2:17][N:16]([CH2:19][CH2:20][C:21]3[CH:22]=[C:23]([CH:25]=[CH:26][CH:27]=3)[NH2:24])[CH2:15][CH2:14]2)[CH:3]=1.[C:28]([Cl:31])(=[O:30])[CH3:29]. No catalyst specified. The product is [ClH:1].[ClH:31].[Cl:1][C:2]1[CH:11]=[C:10]2[C:5]([CH:6]=[CH:7][C:8]([CH3:12])=[N:9]2)=[C:4]([N:13]2[CH2:14][CH2:15][N:16]([CH2:19][CH2:20][C:21]3[CH:22]=[C:23]([NH:24][C:28](=[O:30])[CH3:29])[CH:25]=[CH:26][CH:27]=3)[CH2:17][CH2:18]2)[CH:3]=1. The yield is 0.650. (4) The reactants are [CH2:1]([N:3]([S:10]([C:13]1[CH:18]=[CH:17][C:16]([F:19])=[CH:15][CH:14]=1)(=[O:12])=[O:11])/[C:4](=[CH:8]\[CH3:9])/[C:5]([OH:7])=O)[CH3:2].CCOC(OC(OCC)=O)=O.[F:31][C:32]([F:49])([F:48])[O:33][C:34]1[CH:39]=[CH:38][C:37]([C:40]2[CH:45]=[C:44]([CH2:46][NH2:47])[CH:43]=[CH:42][N:41]=2)=[CH:36][CH:35]=1. The catalyst is C1COCC1. The product is [CH2:1]([N:3]([S:10]([C:13]1[CH:18]=[CH:17][C:16]([F:19])=[CH:15][CH:14]=1)(=[O:12])=[O:11])/[C:4](=[CH:8]\[CH3:9])/[C:5]([NH:47][CH2:46][C:44]1[CH:43]=[CH:42][N:41]=[C:40]([C:37]2[CH:36]=[CH:35][C:34]([O:33][C:32]([F:49])([F:31])[F:48])=[CH:39][CH:38]=2)[CH:45]=1)=[O:7])[CH3:2]. The yield is 0.180. (5) The reactants are [C:1]([C:4]1[C:9]([C:10]2[CH:15]=[CH:14][CH:13]=[CH:12][CH:11]=2)=[N:8][N:7]([CH2:16][CH3:17])[C:6](=[O:18])[C:5]=1[N+:19]([O-])=O)(=[O:3])[CH3:2].N[C:23]1[CH:24]=[C:25]([Br:33])[CH:26]=[C:27]2[C:32]=1[N:31]=[CH:30][CH:29]=[CH:28]2. The catalyst is C(O)C. The product is [C:1]([C:4]1[C:9]([C:10]2[CH:15]=[CH:14][CH:13]=[CH:12][CH:11]=2)=[N:8][N:7]([CH2:16][CH3:17])[C:6](=[O:18])[C:5]=1[NH:19][C:23]1[CH:24]=[C:25]([Br:33])[CH:26]=[C:27]2[C:32]=1[N:31]=[CH:30][CH:29]=[CH:28]2)(=[O:3])[CH3:2]. The yield is 0.853. (6) The reactants are [CH3:1][NH:2][NH2:3].[Cl:4][C:5]1[CH:10]=[CH:9][CH:8]=[C:7]([F:11])[C:6]=1[C:12](SC)=[N:13][C:14]([C:16]1[C:20]([CH3:21])=[CH:19][S:18][CH:17]=1)=O. The catalyst is C1(C)C=CC=CC=1. The product is [Cl:4][C:5]1[CH:10]=[CH:9][CH:8]=[C:7]([F:11])[C:6]=1[C:12]1[N:13]=[C:14]([C:16]2[C:20]([CH3:21])=[CH:19][S:18][CH:17]=2)[N:2]([CH3:1])[N:3]=1. The yield is 0.840. (7) The reactants are C1(C)C=CC(S(O)(=O)=O)=CC=1.[NH+]1C=CC=CC=1.[Br:18][C:19]1[CH:24]=[CH:23][C:22]([OH:25])=[CH:21][C:20]=1[F:26].[O:27]1[CH:32]=[CH:31][CH2:30][CH2:29][CH2:28]1.CCOC(C)=O. The catalyst is ClCCl.CCCCCCC. The product is [Br:18][C:19]1[CH:24]=[CH:23][C:22]([O:25][CH:28]2[CH2:29][CH2:30][CH2:31][CH2:32][O:27]2)=[CH:21][C:20]=1[F:26]. The yield is 0.330.